From a dataset of Full USPTO retrosynthesis dataset with 1.9M reactions from patents (1976-2016). Predict the reactants needed to synthesize the given product. (1) Given the product [NH2:45][CH:20]([CH2:24][C:25]1[CH:26]=[C:27]([Br:44])[C:28]([O:32][CH2:33][C:34]2[CH:39]=[CH:38][CH:37]=[C:36]([C:40]([F:42])([F:41])[F:43])[CH:35]=2)=[C:29]([Br:31])[CH:30]=1)[C:21]([OH:23])=[O:22], predict the reactants needed to synthesize it. The reactants are: C(=O)([O-])[O-].[K+].[K+].FC(F)(F)C1C=C(C=CC=1)CBr.C[C:20]([NH:45]C(OC(C)(C)C)=O)([CH2:24][C:25]1[CH:30]=[C:29]([Br:31])[C:28]([O:32][CH2:33][C:34]2[CH:39]=[CH:38][CH:37]=[C:36]([C:40]([F:43])([F:42])[F:41])[CH:35]=2)=[C:27]([Br:44])[CH:26]=1)[C:21]([OH:23])=[O:22]. (2) Given the product [Cl:8][C:7]1[C:2]2[N:1]=[C:20]([CH3:21])[C:16]([O:15][C:14]3[CH:13]=[CH:12][C:11]([Cl:10])=[CH:24][CH:23]=3)=[C:17]([CH3:18])[C:3]=2[C:4]([OH:9])=[CH:5][CH:6]=1, predict the reactants needed to synthesize it. The reactants are: [NH2:1][C:2]1[CH:3]=[C:4]([OH:9])[CH:5]=[CH:6][C:7]=1[Cl:8].[Cl:10][C:11]1[CH:24]=[CH:23][C:14]([O:15][CH:16]([C:20](=O)[CH3:21])[C:17](=O)[CH3:18])=[CH:13][CH:12]=1.O.C1(C)C=CC(S(O)(=O)=O)=CC=1. (3) Given the product [NH2:1][C:2]1[N:25]=[C:24]([NH:30][CH:27]2[CH2:29][CH2:28]2)[CH:23]=[CH:22][C:3]=1[C:4]([NH:6][CH2:7][C:8]1[CH:13]=[CH:12][C:11]([O:14][CH2:15][C:16]2[CH:21]=[CH:20][CH:19]=[CH:18][CH:17]=2)=[CH:10][CH:9]=1)=[O:5], predict the reactants needed to synthesize it. The reactants are: [NH2:1][C:2]1[N:25]=[C:24](Cl)[CH:23]=[CH:22][C:3]=1[C:4]([NH:6][CH2:7][C:8]1[CH:13]=[CH:12][C:11]([O:14][CH2:15][C:16]2[CH:21]=[CH:20][CH:19]=[CH:18][CH:17]=2)=[CH:10][CH:9]=1)=[O:5].[CH:27]1([NH2:30])[CH2:29][CH2:28]1. (4) Given the product [C:1]([O:5][C:6]([NH:8][C@H:9]1[CH2:17][N:16]2[C:12](=[N:13][C:14]3[CH:21]=[C:20]([C:22]([OH:24])=[O:23])[CH:19]=[CH:18][C:15]=32)[CH2:11][C@@H:10]1[C:26]1[CH:31]=[C:30]([F:32])[C:29]([F:33])=[CH:28][C:27]=1[F:34])=[O:7])([CH3:4])([CH3:2])[CH3:3], predict the reactants needed to synthesize it. The reactants are: [C:1]([O:5][C:6]([NH:8][C@H:9]1[CH2:17][N:16]2[C:12](=[N:13][C:14]3[CH:21]=[C:20]([C:22]([O:24]C)=[O:23])[CH:19]=[CH:18][C:15]=32)[CH2:11][C@@H:10]1[C:26]1[CH:31]=[C:30]([F:32])[C:29]([F:33])=[CH:28][C:27]=1[F:34])=[O:7])([CH3:4])([CH3:3])[CH3:2].[OH-].[Li+].